From a dataset of Catalyst prediction with 721,799 reactions and 888 catalyst types from USPTO. Predict which catalyst facilitates the given reaction. (1) Reactant: [NH2:1][C:2]1[CH:7]=[CH:6][C:5]([Br:8])=[CH:4][C:3]=1[CH2:9][OH:10].Cl[C:12](Cl)([O:14]C(=O)OC(Cl)(Cl)Cl)Cl. Product: [Br:8][C:5]1[CH:6]=[CH:7][C:2]2[NH:1][C:12](=[O:14])[O:10][CH2:9][C:3]=2[CH:4]=1. The catalyst class is: 1. (2) Reactant: Br[C:2]1[CH:3]=[C:4]([CH:8]=[CH:9][C:10]=1[O:11][CH:12]1[CH2:16][CH2:15][CH2:14][CH2:13]1)[C:5]([OH:7])=[O:6].[C:17]([Cu])#[N:18].Cl. Product: [C:17]([C:2]1[CH:3]=[C:4]([CH:8]=[CH:9][C:10]=1[O:11][CH:12]1[CH2:16][CH2:15][CH2:14][CH2:13]1)[C:5]([OH:7])=[O:6])#[N:18]. The catalyst class is: 37. (3) Product: [CH2:29]([S:31]([NH:1][C:2]1[S:3][CH:4]=[C:5]([CH2:7][CH2:8][C:9]2[CH:14]=[CH:13][C:12]([CH2:15][C:16]([O:18][CH3:19])=[O:17])=[CH:11][CH:10]=2)[N:6]=1)(=[O:33])=[O:32])[CH3:30]. Reactant: [NH2:1][C:2]1[S:3][CH:4]=[C:5]([CH2:7][CH2:8][C:9]2[CH:14]=[CH:13][C:12]([CH2:15][C:16]([O:18][CH3:19])=[O:17])=[CH:11][CH:10]=2)[N:6]=1.C(N(CC)C(C)C)(C)C.[CH2:29]([S:31](Cl)(=[O:33])=[O:32])[CH3:30].O. The catalyst class is: 22. (4) Product: [NH2:2][C:14]1[CH:13]=[CH:12][C:5]([C:6]([N:8]([O:10][CH3:11])[CH3:9])=[O:7])=[C:4]([F:3])[CH:15]=1. Reactant: [Cl-].[NH4+:2].[F:3][C:4]1[CH:15]=[CH:14][CH:13]=[CH:12][C:5]=1[C:6]([N:8]([O:10][CH3:11])[CH3:9])=[O:7]. The catalyst class is: 406.